This data is from Reaction yield outcomes from USPTO patents with 853,638 reactions. The task is: Predict the reaction yield, written as a fraction of the theoretical maximum amount of product (1.0 means a 100% yield; for example, 0.34 means a 34% yield). (1) The product is [CH2:30]([C:32]1[N:33]([C:2]2[N:3]=[C:4]([N:24]3[CH2:25][CH2:26][O:27][CH2:28][CH2:29]3)[C:5]3[N:10]=[C:9]([CH2:11][C:12]([N:14]4[CH2:19][CH2:18][CH:17]([C:20]([OH:23])([CH3:21])[CH3:22])[CH2:16][CH2:15]4)=[O:13])[S:8][C:6]=3[N:7]=2)[C:34]2[CH:40]=[CH:39][CH:38]=[CH:37][C:35]=2[N:36]=1)[CH3:31]. The yield is 0.380. The reactants are Cl[C:2]1[N:3]=[C:4]([N:24]2[CH2:29][CH2:28][O:27][CH2:26][CH2:25]2)[C:5]2[N:10]=[C:9]([CH2:11][C:12]([N:14]3[CH2:19][CH2:18][CH:17]([C:20]([OH:23])([CH3:22])[CH3:21])[CH2:16][CH2:15]3)=[O:13])[S:8][C:6]=2[N:7]=1.[CH2:30]([C:32]1[NH:33][C:34]2[CH:40]=[CH:39][CH:38]=[CH:37][C:35]=2[N:36]=1)[CH3:31].CC(C1C=C(C(C)C)C(C2C=CC=CC=2P(C2CCCCC2)C2CCCCC2)=C(C(C)C)C=1)C.C([O-])([O-])=O.[Cs+].[Cs+]. The catalyst is O1CCOCC1.C1C=CC(/C=C/C(/C=C/C2C=CC=CC=2)=O)=CC=1.C1C=CC(/C=C/C(/C=C/C2C=CC=CC=2)=O)=CC=1.C1C=CC(/C=C/C(/C=C/C2C=CC=CC=2)=O)=CC=1.[Pd].[Pd]. (2) The reactants are [Cl:1][C:2]1[CH:3]=[C:4]2[C:9](=[CH:10][C:11]=1[O:12][C:13]1[CH:18]=[CH:17][C:16]([C:19](=[O:31])[NH:20][CH2:21][CH:22]([C:24]3[CH:29]=[CH:28][C:27]([Cl:30])=[CH:26][CH:25]=3)[OH:23])=[CH:15][CH:14]=1)[O:8][CH2:7][CH2:6][CH:5]2[C:32]([O:34]CC)=[O:33].[OH-].[Na+]. The catalyst is C1COCC1.C(O)C. The product is [Cl:1][C:2]1[CH:3]=[C:4]2[C:9](=[CH:10][C:11]=1[O:12][C:13]1[CH:18]=[CH:17][C:16]([C:19](=[O:31])[NH:20][CH2:21][CH:22]([C:24]3[CH:25]=[CH:26][C:27]([Cl:30])=[CH:28][CH:29]=3)[OH:23])=[CH:15][CH:14]=1)[O:8][CH2:7][CH2:6][CH:5]2[C:32]([OH:34])=[O:33]. The yield is 0.870. (3) The reactants are Cl[C:2]1[CH:3]=[CH:4][C:5]([N+:10]([O-:12])=[O:11])=[C:6]([O:8][CH3:9])[CH:7]=1.[P:13]([O-:20])([O:17][CH2:18][CH3:19])[O:14][CH2:15][CH3:16].CC1(C)C2C(=C(P(C3C=CC=CC=3)C3C=CC=CC=3)C=CC=2)OC2C(P(C3C=CC=CC=3)C3C=CC=CC=3)=CC=CC1=2.P([O-])([O-])([O-])=O.[K+].[K+].[K+]. The catalyst is CN(C=O)C.C([O-])(=O)C.[Pd+2].C([O-])(=O)C. The product is [CH3:9][O:8][C:6]1[CH:7]=[C:2]([P:13](=[O:20])([O:17][CH2:18][CH3:19])[O:14][CH2:15][CH3:16])[CH:3]=[CH:4][C:5]=1[N+:10]([O-:12])=[O:11]. The yield is 0.330. (4) The reactants are [C:1]([N:4]([CH3:25])[NH:5][C:6]([C@H:8]1[CH2:14][CH2:13][C@H:12]2[CH2:15][N:9]1[C:10](=[O:24])[N:11]2[O:16]CC1C=CC=CC=1)=[O:7])(=[O:3])[CH3:2].[H][H]. The catalyst is CO.[Pd]. The product is [C:1]([N:4]([CH3:25])[NH:5][C:6]([C@H:8]1[CH2:14][CH2:13][C@H:12]2[CH2:15][N:9]1[C:10](=[O:24])[N:11]2[OH:16])=[O:7])(=[O:3])[CH3:2]. The yield is 0.990. (5) The reactants are [CH3:1][O:2][C:3]([C:5]1[CH:14]=[C:13]([OH:15])[C:12]2[C:7](=[CH:8][C:9]([Cl:17])=[CH:10][C:11]=2[Cl:16])[CH:6]=1)=[O:4].Cl[CH2:19][C:20]([NH:22][C:23]1[CH:28]=[CH:27][CH:26]=[C:25]([O:29][CH2:30][C:31]([N:33]2[CH2:38][CH2:37][O:36][CH2:35][CH2:34]2)=[O:32])[CH:24]=1)=[O:21]. No catalyst specified. The product is [CH3:1][O:2][C:3]([C:5]1[CH:14]=[C:13]([O:15][CH2:19][C:20](=[O:21])[NH:22][C:23]2[CH:28]=[CH:27][CH:26]=[C:25]([O:29][CH2:30][C:31]([N:33]3[CH2:34][CH2:35][O:36][CH2:37][CH2:38]3)=[O:32])[CH:24]=2)[C:12]2[C:7](=[CH:8][C:9]([Cl:17])=[CH:10][C:11]=2[Cl:16])[CH:6]=1)=[O:4]. The yield is 0.820.